From a dataset of Full USPTO retrosynthesis dataset with 1.9M reactions from patents (1976-2016). Predict the reactants needed to synthesize the given product. (1) Given the product [CH3:1][N:2]([CH3:18])[CH2:3][C:4]([NH:6][C:7]1[C:15]2[C:10](=[CH:11][CH:12]=[C:13]([C:16]3[N:21]=[N:20][N:19]([CH2:22][C:23]4[CH:28]=[CH:27][CH:26]=[C:25]([CH3:29])[CH:24]=4)[CH:17]=3)[CH:14]=2)[NH:9][N:8]=1)=[O:5], predict the reactants needed to synthesize it. The reactants are: [CH3:1][N:2]([CH3:18])[CH2:3][C:4]([NH:6][C:7]1[C:15]2[C:10](=[CH:11][CH:12]=[C:13]([C:16]#[CH:17])[CH:14]=2)[NH:9][N:8]=1)=[O:5].[N:19]([CH2:22][C:23]1[CH:28]=[CH:27][CH:26]=[C:25]([CH3:29])[CH:24]=1)=[N+:20]=[N-:21].O.O[C@H]([C@@H]1C([O-])=C(O)C(=O)O1)CO.[Na+]. (2) Given the product [CH2:28]([S:30]([C:2]1[N:7]=[CH:6][C:5]([CH2:8][NH:9][C:10]([C:12]2[C:13]3[CH:20]=[N:19][N:18]([C:21]4[CH:26]=[CH:25][C:24]([F:27])=[CH:23][CH:22]=4)[C:14]=3[CH:15]=[N:16][CH:17]=2)=[O:11])=[CH:4][CH:3]=1)(=[O:32])=[O:31])[CH3:29], predict the reactants needed to synthesize it. The reactants are: Br[C:2]1[N:7]=[CH:6][C:5]([CH2:8][NH:9][C:10]([C:12]2[C:13]3[CH:20]=[N:19][N:18]([C:21]4[CH:26]=[CH:25][C:24]([F:27])=[CH:23][CH:22]=4)[C:14]=3[CH:15]=[N:16][CH:17]=2)=[O:11])=[CH:4][CH:3]=1.[CH2:28]([S:30]([O-:32])=[O:31])[CH3:29].[Br-].[Mg+2].C([Mg]Br)C.[Br-]. (3) Given the product [C:10]1([NH:9][C:6]([C:2]2[NH:1][CH:5]=[CH:4][CH:3]=2)=[O:8])[CH:15]=[CH:14][CH:13]=[CH:12][CH:11]=1, predict the reactants needed to synthesize it. The reactants are: [NH:1]1[CH:5]=[CH:4][CH:3]=[C:2]1[C:6]([OH:8])=O.[NH2:9][C:10]1[CH:15]=[CH:14][CH:13]=[CH:12][CH:11]=1. (4) Given the product [CH3:23][C:24]1[C:32]([NH:33][C:2]2[CH:7]=[CH:6][N:5]=[C:4]3[CH:8]=[C:9]([C:11]4[CH:16]=[CH:15][C:14]([O:17][CH3:18])=[C:13]([O:19][CH3:20])[C:12]=4[O:21][CH3:22])[O:10][C:3]=23)=[CH:31][CH:30]=[C:29]2[C:25]=1[CH:26]=[CH:27][NH:28]2, predict the reactants needed to synthesize it. The reactants are: Cl[C:2]1[CH:7]=[CH:6][N:5]=[C:4]2[CH:8]=[C:9]([C:11]3[CH:16]=[CH:15][C:14]([O:17][CH3:18])=[C:13]([O:19][CH3:20])[C:12]=3[O:21][CH3:22])[O:10][C:3]=12.[CH3:23][C:24]1[C:32]([NH2:33])=[CH:31][CH:30]=[C:29]2[C:25]=1[CH:26]=[CH:27][NH:28]2. (5) Given the product [F:3][C:4]1[CH:5]=[C:6]([CH:11]2[CH2:19][CH:18]([OH:20])[CH2:17][CH:16]3[N:12]2[C:13](=[O:21])[CH2:14][CH2:15]3)[CH:7]=[CH:8][C:9]=1[F:10], predict the reactants needed to synthesize it. The reactants are: [BH4-].[Na+].[F:3][C:4]1[CH:5]=[C:6]([CH:11]2[CH2:19][C:18](=[O:20])[CH2:17][CH:16]3[N:12]2[C:13](=[O:21])[CH2:14][CH2:15]3)[CH:7]=[CH:8][C:9]=1[F:10]. (6) Given the product [CH3:5][O:4][N:3]([CH3:2])[C:13]([CH:15]1[CH2:19][CH2:18][N:17]([CH2:20][C:21]2[CH:22]=[CH:23][CH:24]=[CH:25][CH:26]=2)[CH2:16]1)=[O:14], predict the reactants needed to synthesize it. The reactants are: Cl.[CH3:2][NH:3][O:4][CH3:5].[Cl-].C[Al+]C.C(O[C:13]([CH:15]1[CH2:19][CH2:18][N:17]([CH2:20][C:21]2[CH:26]=[CH:25][CH:24]=[CH:23][CH:22]=2)[CH2:16]1)=[O:14])C.C(=O)([O-])[O-].[K+].[K+].